Dataset: Catalyst prediction with 721,799 reactions and 888 catalyst types from USPTO. Task: Predict which catalyst facilitates the given reaction. (1) Reactant: [C:1]([C:3]1[CH:8]=[CH:7][C:6]([NH:9][C:10]([N:12]2[CH2:20][C:19]3[C:14](=[CH:15][CH:16]=[CH:17][CH:18]=3)[CH2:13]2)=[O:11])=[CH:5][CH:4]=1)#[N:2].Cl.[NH2:22][OH:23].C(N(CC)CC)C. Product: [OH:23]/[N:22]=[C:1](/[C:3]1[CH:8]=[CH:7][C:6]([NH:9][C:10]([N:12]2[CH2:13][C:14]3[C:19](=[CH:18][CH:17]=[CH:16][CH:15]=3)[CH2:20]2)=[O:11])=[CH:5][CH:4]=1)\[NH2:2]. The catalyst class is: 40. (2) Reactant: [Br:1]Br.[C:3]([N:6]1[CH2:11][CH2:10][C:9](=[O:12])[CH2:8][CH2:7]1)(=[O:5])[CH3:4]. Product: [C:3]([N:6]1[CH2:11][CH2:10][C:9](=[O:12])[CH:8]([Br:1])[CH2:7]1)(=[O:5])[CH3:4]. The catalyst class is: 22.